This data is from Full USPTO retrosynthesis dataset with 1.9M reactions from patents (1976-2016). The task is: Predict the reactants needed to synthesize the given product. (1) Given the product [NH2:2][CH2:1][C:3]1[C:4]([CH2:24][CH2:25][CH3:26])=[N:5][C:6]2[C:11]([C:12]=1[C:13]1[CH:18]=[CH:17][CH:16]=[CH:15][CH:14]=1)=[CH:10][C:9]([O:19][CH2:20][C:21]([NH2:23])=[O:22])=[CH:8][CH:7]=2, predict the reactants needed to synthesize it. The reactants are: [C:1]([C:3]1[C:4]([CH2:24][CH2:25][CH3:26])=[N:5][C:6]2[C:11]([C:12]=1[C:13]1[CH:18]=[CH:17][CH:16]=[CH:15][CH:14]=1)=[CH:10][C:9]([O:19][CH2:20][C:21]([NH2:23])=[O:22])=[CH:8][CH:7]=2)#[N:2].N.CO. (2) Given the product [N:14]1[CH:19]=[CH:18][CH:17]=[CH:16][C:15]=1[CH2:20][N:21]([CH2:22][C:23]1[CH:28]=[CH:27][CH:26]=[CH:25][N:24]=1)[C:2](=[S:3])[NH:1][C:4]1[CH:5]=[CH:6][C:7]([S:10]([NH2:13])(=[O:11])=[O:12])=[CH:8][CH:9]=1, predict the reactants needed to synthesize it. The reactants are: [N:1]([C:4]1[CH:9]=[CH:8][C:7]([S:10]([NH2:13])(=[O:12])=[O:11])=[CH:6][CH:5]=1)=[C:2]=[S:3].[N:14]1[CH:19]=[CH:18][CH:17]=[CH:16][C:15]=1[CH2:20][NH:21][CH2:22][C:23]1[CH:28]=[CH:27][CH:26]=[CH:25][N:24]=1. (3) Given the product [F:1][C:2]1[C:3]([NH:14][NH2:15])=[N:4][CH:5]=[C:6]([C:8]2[CH:9]=[N:30][N:29]([CH3:32])[CH:18]=2)[CH:7]=1, predict the reactants needed to synthesize it. The reactants are: [F:1][C:2]1[C:3]([NH:14][NH2:15])=[N:4][CH:5]=[C:6]([C:8]2SN=C(C)[CH:9]=2)[CH:7]=1.FC1[C:18]([NH:29][NH2:30])=NC=C(C2ON=C(C)C=2)C=1.F[C:32]1C(NN)=NC=C(C2ON=C(C(F)(F)F)C=2)C=1. (4) Given the product [NH2:12][C:11]1[C:10]([CH2:9][C:6]2[CH:5]=[CH:4][C:3]([CH2:1][CH3:2])=[CH:8][CH:7]=2)=[C:13]([NH2:14])[NH:17][N:16]=1, predict the reactants needed to synthesize it. The reactants are: [CH2:1]([C:3]1[CH:8]=[CH:7][C:6]([CH2:9][CH:10]([C:13]#[N:14])[C:11]#[N:12])=[CH:5][CH:4]=1)[CH3:2].O.[NH2:16][NH2:17]. (5) Given the product [Br:1][C:2]1[CH:7]=[CH:6][C:5]([CH2:8][C:9]([O:11][CH3:12])=[O:10])=[C:4]([CH2:13][CH3:14])[CH:3]=1, predict the reactants needed to synthesize it. The reactants are: [Br:1][C:2]1[CH:7]=[CH:6][C:5]([CH2:8][C:9]([O:11][CH3:12])=[O:10])=[C:4]([C:13]#[CH:14])[CH:3]=1. (6) Given the product [CH3:25][S:22]([O:8][C@@H:7]([C:1]1[CH:2]=[CH:3][CH:4]=[CH:5][CH:6]=1)[CH:9]1[CH2:14][CH2:13][O:12][CH2:11][CH2:10]1)(=[O:24])=[O:23], predict the reactants needed to synthesize it. The reactants are: [C:1]1([C@@H:7]([CH:9]2[CH2:14][CH2:13][O:12][CH2:11][CH2:10]2)[OH:8])[CH:6]=[CH:5][CH:4]=[CH:3][CH:2]=1.C(N(CC)CC)C.[S:22](Cl)([CH3:25])(=[O:24])=[O:23]. (7) Given the product [Br-:28].[PH4+:7].[C:14]1([C:21]([C:14]2[CH:15]=[CH:16][CH:17]=[CH:18][CH:19]=2)([C:30]2[CH:31]=[CH:32][CH:33]=[CH:34][CH:35]=2)[CH2:20][O:22][C:23](=[O:29])[CH2:24][CH2:25][CH2:26][CH3:27])[CH:19]=[CH:18][CH:17]=[CH:16][CH:15]=1, predict the reactants needed to synthesize it. The reactants are: C1([P:7]([C:14]2[CH:19]=[CH:18][CH:17]=[CH:16][CH:15]=2)C2C=CC=CC=2)C=CC=CC=1.[CH2:20]([O:22][C:23](=[O:29])[CH2:24][CH2:25][CH2:26][CH2:27][Br:28])[CH3:21].[C:30]1(C)[CH:35]=[CH:34][CH:33]=[CH:32][CH:31]=1. (8) Given the product [Br:1][C:2]1[C:11]2[C:6](=[CH:7][CH:8]=[CH:9][CH:10]=2)[C:5]([C:12]2[CH:13]=[CH:14][C:15]([Cl:18])=[CH:16][CH:17]=2)=[C:4]([CH:19]([O:25][C:26]([CH3:28])([CH3:27])[CH3:29])[C:20]([OH:22])=[O:21])[C:3]=1[CH3:30], predict the reactants needed to synthesize it. The reactants are: [Br:1][C:2]1[C:11]2[C:6](=[CH:7][CH:8]=[CH:9][CH:10]=2)[C:5]([C:12]2[CH:17]=[CH:16][C:15]([Cl:18])=[CH:14][CH:13]=2)=[C:4]([CH:19]([O:25][C:26]([CH3:29])([CH3:28])[CH3:27])[C:20]([O:22]CC)=[O:21])[C:3]=1[CH3:30].O.CCO.